This data is from Catalyst prediction with 721,799 reactions and 888 catalyst types from USPTO. The task is: Predict which catalyst facilitates the given reaction. (1) Reactant: C(=O)([O-])[O-].[Cs+].[Cs+].O1CCOCC1.I[C:14]1[CH:19]=[CH:18][CH:17]=[CH:16][N:15]=1.Br.CC1(C)C(C)(C)OB([C:29]2[CH:30]=[CH:31][C:32]3[N:33]([CH:35]=[C:36]([C:38]([O:40][CH2:41][CH3:42])=[O:39])[N:37]=3)[CH:34]=2)O1. Product: [N:15]1[CH:16]=[CH:17][CH:18]=[CH:19][C:14]=1[C:29]1[CH:30]=[CH:31][C:32]2[N:33]([CH:35]=[C:36]([C:38]([O:40][CH2:41][CH3:42])=[O:39])[N:37]=2)[CH:34]=1. The catalyst class is: 263. (2) Reactant: [Cl:1][C:2]1[C:17]([C:18]([F:21])([F:20])[F:19])=[CH:16][C:5]2[N:6]=[C:7]([C:9]3[CH:14]=[CH:13][N:12]=[CH:11][C:10]=3F)[O:8][C:4]=2[CH:3]=1.[C:22](=O)([O-])[O-:23].[K+].[K+].CO. Product: [Cl:1][C:2]1[C:17]([C:18]([F:21])([F:20])[F:19])=[CH:16][C:5]2[N:6]=[C:7]([C:9]3[CH:14]=[CH:13][N:12]=[CH:11][C:10]=3[O:23][CH3:22])[O:8][C:4]=2[CH:3]=1. The catalyst class is: 6. (3) Reactant: [NH2:1][C:2]1[CH:9]=[CH:8][C:7](Br)=[CH:6][C:3]=1[C:4]#[N:5].[B:11]1([B:11]2[O:15][C:14]([CH3:17])([CH3:16])[C:13]([CH3:19])([CH3:18])[O:12]2)[O:15][C:14]([CH3:17])([CH3:16])[C:13]([CH3:19])([CH3:18])[O:12]1.C([O-])(=O)C.[K+]. Product: [NH2:1][C:2]1[CH:9]=[CH:8][C:7]([B:11]2[O:15][C:14]([CH3:17])([CH3:16])[C:13]([CH3:19])([CH3:18])[O:12]2)=[CH:6][C:3]=1[C:4]#[N:5]. The catalyst class is: 75.